Dataset: Reaction yield outcomes from USPTO patents with 853,638 reactions. Task: Predict the reaction yield, written as a fraction of the theoretical maximum amount of product (1.0 means a 100% yield; for example, 0.34 means a 34% yield). (1) The reactants are I.[NH2:2][CH2:3][CH2:4][CH2:5][NH:6][C:7]1[C:8]([C:12]2[N:16]([C:17]3[CH:22]=[CH:21][C:20]([F:23])=[C:19]([Br:24])[CH:18]=3)[C:15](=[O:25])[O:14][N:13]=2)=[N:9][O:10][N:11]=1.[S:26](N)([NH2:29])(=[O:28])=[O:27]. The catalyst is N1C=CC=CC=1. The product is [Br:24][C:19]1[CH:18]=[C:17]([N:16]2[C:15](=[O:25])[O:14][N:13]=[C:12]2[C:8]2[C:7]([NH:6][CH2:5][CH2:4][CH2:3][NH:2][S:26]([NH2:29])(=[O:28])=[O:27])=[N:11][O:10][N:9]=2)[CH:22]=[CH:21][C:20]=1[F:23]. The yield is 0.710. (2) The reactants are [Cl:1][C:2]1[C:7]([CH:8]=[O:9])=[C:6]([N:10]2[CH2:22][CH2:21][C:20]3[N:19]4[C:14]([CH2:15][CH2:16][CH2:17][CH2:18]4)=[CH:13][C:12]=3[C:11]2=[O:23])[N:5]=[CH:4][CH:3]=1.[BH4-].[Na+]. The catalyst is CO. The product is [Cl:1][C:2]1[CH:3]=[CH:4][N:5]=[C:6]([N:10]2[CH2:22][CH2:21][C:20]3[N:19]4[C:14]([CH2:15][CH2:16][CH2:17][CH2:18]4)=[CH:13][C:12]=3[C:11]2=[O:23])[C:7]=1[CH2:8][OH:9]. The yield is 0.920. (3) The catalyst is C(Cl)Cl.O=[Mn]=O. The reactants are [CH3:1][O:2][C:3]([NH:5][C@H:6]([C:10]([N:12]1[C@@H:16]([CH3:17])[CH2:15][CH2:14][C@H:13]1[C:18]1[NH:22][C:21]2[C:23]3[C:28]([CH2:29][CH2:30][C:20]=2[N:19]=1)=[CH:27][C:26]1[C:31]2[C:36]([CH2:37][O:38][C:25]=1[CH:24]=3)=[CH:35][C:34]([C:39]1[NH:43][C:42]([C@@H:44]3[CH2:48][C@H:47]([CH2:49][O:50][CH3:51])[CH2:46][N:45]3[C:52]([O:54][C:55]([CH3:58])([CH3:57])[CH3:56])=[O:53])=[N:41][CH:40]=1)=[CH:33][CH:32]=2)=[O:11])[CH:7]([CH3:9])[CH3:8])=[O:4].CO. The yield is 0.580. The product is [CH3:1][O:2][C:3]([NH:5][C@H:6]([C:10]([N:12]1[C@@H:16]([CH3:17])[CH2:15][CH2:14][C@H:13]1[C:18]1[NH:22][C:21]2[C:23]3[C:28]([CH:29]=[CH:30][C:20]=2[N:19]=1)=[CH:27][C:26]1[C:31]2[C:36]([CH2:37][O:38][C:25]=1[CH:24]=3)=[CH:35][C:34]([C:39]1[NH:43][C:42]([C@@H:44]3[CH2:48][C@H:47]([CH2:49][O:50][CH3:51])[CH2:46][N:45]3[C:52]([O:54][C:55]([CH3:58])([CH3:57])[CH3:56])=[O:53])=[N:41][CH:40]=1)=[CH:33][CH:32]=2)=[O:11])[CH:7]([CH3:9])[CH3:8])=[O:4]. (4) The reactants are FC(F)(F)C(O)=O.[O:8]1[CH2:11][CH:10]([N:12]2[CH2:17][CH2:16][N:15](C(OC(C)(C)C)=O)[CH2:14][CH2:13]2)[CH2:9]1. The catalyst is C(Cl)Cl. The product is [O:8]1[CH2:11][CH:10]([N:12]2[CH2:17][CH2:16][NH:15][CH2:14][CH2:13]2)[CH2:9]1. The yield is 0.980. (5) The reactants are Br[C:2]1[CH:3]=[CH:4][C:5]([Cl:11])=[C:6]2[C:10]=1[NH:9][CH:8]=[CH:7]2.CC([O-])=O.[K+].[CH3:17][C:18]1([CH3:34])[C:22]([CH3:24])([CH3:23])[O:21][B:20]([B:20]2[O:21][C:22]([CH3:24])([CH3:23])[C:18]([CH3:34])([CH3:17])[O:19]2)[O:19]1.O. The catalyst is O1CCOCC1.C1C=CC(P(C2C=CC=CC=2)[C-]2C=CC=C2)=CC=1.C1C=CC(P(C2C=CC=CC=2)[C-]2C=CC=C2)=CC=1.Cl[Pd]Cl.[Fe+2]. The product is [Cl:11][C:5]1[CH:4]=[CH:3][C:2]([B:20]2[O:21][C:22]([CH3:24])([CH3:23])[C:18]([CH3:34])([CH3:17])[O:19]2)=[C:10]2[C:6]=1[CH:7]=[CH:8][NH:9]2. The yield is 0.156.